From a dataset of Catalyst prediction with 721,799 reactions and 888 catalyst types from USPTO. Predict which catalyst facilitates the given reaction. Reactant: [CH3:1][N:2]1[C:7](=[O:8])[C:6]([NH:9][C:10]2[CH:15]=[CH:14][N:13]=[CH:12][N:11]=2)=[CH:5][C:4]([C:16]2[C:21]([CH:22]=[O:23])=[C:20]([N:24]3[CH2:35][CH2:34][C:33]4[C:32]5[CH2:31][C:30]([CH3:37])([CH3:36])[CH2:29][C:28]=5[S:27][C:26]=4[C:25]3=[O:38])[N:19]=[CH:18][CH:17]=2)=[CH:3]1.[BH4-].[Na+]. Product: [OH:23][CH2:22][C:21]1[C:20]([N:24]2[CH2:35][CH2:34][C:33]3[C:32]4[CH2:31][C:30]([CH3:36])([CH3:37])[CH2:29][C:28]=4[S:27][C:26]=3[C:25]2=[O:38])=[N:19][CH:18]=[CH:17][C:16]=1[C:4]1[CH:5]=[C:6]([NH:9][C:10]2[CH:15]=[CH:14][N:13]=[CH:12][N:11]=2)[C:7](=[O:8])[N:2]([CH3:1])[CH:3]=1. The catalyst class is: 5.